From a dataset of Catalyst prediction with 721,799 reactions and 888 catalyst types from USPTO. Predict which catalyst facilitates the given reaction. (1) Reactant: Cl[C:2](=[C:6]([C:9]#[N:10])[C:7]#[N:8])[CH:3]([CH3:5])[CH3:4].[Cl:11][C:12]1[C:13]([NH:19][NH2:20])=[N:14][CH:15]=[C:16]([Cl:18])[CH:17]=1.C(N(CC)CC)C. Product: [NH2:8][CH:7]1[N:19]([C:13]2[C:12]([Cl:11])=[CH:17][C:16]([Cl:18])=[CH:15][N:14]=2)[N:20]=[C:2]([CH:3]([CH3:5])[CH3:4])[CH:6]1[C:9]#[N:10]. The catalyst class is: 1. (2) Reactant: [NH:1]1[CH:5]=[CH:4][C:3]([NH2:6])=[N:2]1.[C:7]1(=O)[O:12][C:10](=[O:11])[C:9]2=[CH:13][CH:14]=[CH:15][CH:16]=[C:8]12. Product: [NH:1]1[CH:5]=[CH:4][C:3]([N:6]2[C:10](=[O:11])[C:9]3[C:8](=[CH:16][CH:15]=[CH:14][CH:13]=3)[C:7]2=[O:12])=[N:2]1. The catalyst class is: 12. (3) Reactant: [CH3:1][C:2]1[C:7]2[O:8][CH2:9][C:10]3([CH2:12][CH2:11]3)[C:6]=2[C:5]([O:13][C:14]2[N:19]=[CH:18][C:17]([NH:20][C:21]([C@H:23]([NH:26]C(=O)OC(C)(C)C)[CH2:24][CH3:25])=[O:22])=[CH:16][N:15]=2)=[CH:4][CH:3]=1.C(O)(C(F)(F)F)=O. Product: [NH2:26][C@H:23]([CH2:24][CH3:25])[C:21]([NH:20][C:17]1[CH:16]=[N:15][C:14]([O:13][C:5]2[C:6]3[C:10]4([CH2:9][O:8][C:7]=3[C:2]([CH3:1])=[CH:3][CH:4]=2)[CH2:12][CH2:11]4)=[N:19][CH:18]=1)=[O:22]. The catalyst class is: 2. (4) Reactant: CS(C)=O.[C-:5]#[N:6].[Na+].[Cl:8][C:9]1[CH:10]=[CH:11][C:12]([O:20][CH2:21][C:22]2[CH:27]=[CH:26][C:25]([Cl:28])=[CH:24][CH:23]=2)=[C:13]([CH:19]=1)[C:14](Cl)=[N:15][O:16][CH3:17]. Product: [Cl:8][C:9]1[CH:10]=[CH:11][C:12]([O:20][CH2:21][C:22]2[CH:27]=[CH:26][C:25]([Cl:28])=[CH:24][CH:23]=2)=[C:13]([C:14](=[N:15][O:16][CH3:17])[C:5]#[N:6])[CH:19]=1. The catalyst class is: 13. (5) Reactant: [Cl:1][C:2]1[S:14][C:5]2[NH:6][C:7](=[O:13])[C:8]([C:11]#[N:12])=[C:9]([OH:10])[C:4]=2[C:3]=1[C:15]1[CH:20]=[CH:19][C:18]([O:21][CH2:22][C:23]2([OH:28])[CH2:27][CH:26]=[CH:25][CH2:24]2)=[CH:17][CH:16]=1.[N+](C([O-])=O)(C([O-])=O)=[N-].[K+].[K+].CC(O)=O. Product: [Cl:1][C:2]1[S:14][C:5]2[NH:6][C:7](=[O:13])[C:8]([C:11]#[N:12])=[C:9]([OH:10])[C:4]=2[C:3]=1[C:15]1[CH:16]=[CH:17][C:18]([O:21][CH2:22][C:23]2([OH:28])[CH2:24][CH2:25][CH2:26][CH2:27]2)=[CH:19][CH:20]=1. The catalyst class is: 376. (6) Reactant: [NH2:1][C:2]1[CH:3]=[CH:4][CH:5]=[C:6]2[C:11]=1[N:10]=[CH:9][CH:8]=[CH:7]2.[CH3:12][O:13][C:14]1[CH:15]=[C:16]([S:20](Cl)(=[O:22])=[O:21])[CH:17]=[CH:18][CH:19]=1. Product: [CH3:12][O:13][C:14]1[CH:15]=[C:16]([S:20]([NH:1][C:2]2[CH:3]=[CH:4][CH:5]=[C:6]3[C:11]=2[N:10]=[CH:9][CH:8]=[CH:7]3)(=[O:22])=[O:21])[CH:17]=[CH:18][CH:19]=1. The catalyst class is: 142. (7) Reactant: B(Br)(Br)Br.C[O:6][C:7]1[CH:8]=[C:9]([S:13]([N:16]2[CH2:21][CH2:20][O:19][CH2:18][CH2:17]2)(=[O:15])=[O:14])[CH:10]=[CH:11][CH:12]=1. Product: [OH:6][C:7]1[CH:8]=[C:9]([S:13]([N:16]2[CH2:21][CH2:20][O:19][CH2:18][CH2:17]2)(=[O:15])=[O:14])[CH:10]=[CH:11][CH:12]=1. The catalyst class is: 2. (8) The catalyst class is: 1. Reactant: Br[C:2]1[CH:7]=[C:6]([O:8][CH2:9][CH:10]2[CH2:12][CH2:11]2)[CH:5]=[CH:4][N:3]=1.[Cl-].[Li+].C([Mg]Cl)(C)C.[CH2:20]([Sn:24](Cl)([CH2:29][CH2:30][CH2:31][CH3:32])[CH2:25][CH2:26][CH2:27][CH3:28])[CH2:21][CH2:22][CH3:23]. Product: [CH:10]1([CH2:9][O:8][C:6]2[CH:5]=[CH:4][N:3]=[C:2]([Sn:24]([CH2:25][CH2:26][CH2:27][CH3:28])([CH2:29][CH2:30][CH2:31][CH3:32])[CH2:20][CH2:21][CH2:22][CH3:23])[CH:7]=2)[CH2:12][CH2:11]1. (9) Reactant: Br[C:2]1[CH:7]=[C:6]([F:8])[C:5]([O:9][CH3:10])=[CH:4][C:3]=1[F:11].C([Li])CCC.CN([CH:20]=[O:21])C. Product: [F:11][C:3]1[CH:4]=[C:5]([O:9][CH3:10])[C:6]([F:8])=[CH:7][C:2]=1[CH:20]=[O:21]. The catalyst class is: 1. (10) Reactant: [CH2:1]([Li])CCC.Br[C:7]1[CH:8]=[CH:9][C:10]([F:18])=[C:11](C2OCCO2)[CH:12]=1.CS[S:21][CH3:22].Cl. Product: [F:18][C:10]1[CH:11]=[CH:12][C:7]([CH3:1])=[CH:8][C:9]=1[CH:22]=[S:21]. The catalyst class is: 7.